Dataset: Catalyst prediction with 721,799 reactions and 888 catalyst types from USPTO. Task: Predict which catalyst facilitates the given reaction. (1) Reactant: [Br:1][C:2]1[C:3](Cl)=[N:4][CH:5]=[C:6]([N+:8]([O-:10])=[O:9])[CH:7]=1.[CH3:12][O:13][CH2:14][CH2:15][OH:16].C(=O)([O-])[O-].[K+].[K+]. Product: [Br:1][C:2]1[C:3]([O:16][CH2:15][CH2:14][O:13][CH3:12])=[N:4][CH:5]=[C:6]([N+:8]([O-:10])=[O:9])[CH:7]=1. The catalyst class is: 39. (2) Reactant: C(OC(=O)[NH:7][C@@H:8]1[C:14](=[O:15])[NH:13][C:12]2[CH:16]=[CH:17][CH:18]=[CH:19][C:11]=2[NH:10][CH2:9]1)(C)(C)C.[ClH:21]. Product: [ClH:21].[NH2:7][C@@H:8]1[C:14](=[O:15])[NH:13][C:12]2[CH:16]=[CH:17][CH:18]=[CH:19][C:11]=2[NH:10][CH2:9]1. The catalyst class is: 12. (3) Reactant: [CH3:1][C:2]1([CH3:32])[CH2:11][C:10]2[C:5](=[CH:6][CH:7]=[C:8]([C:12]([O:14]C)=[O:13])[CH:9]=2)[NH:4][CH:3]1[C:16]1[CH:21]=[CH:20][C:19]([NH:22][C:23](=[O:31])[CH2:24][C:25]2[CH:30]=[CH:29][CH:28]=[CH:27][CH:26]=2)=[CH:18][CH:17]=1.[OH-].[Na+]. Product: [CH3:1][C:2]1([CH3:32])[CH2:11][C:10]2[C:5](=[CH:6][CH:7]=[C:8]([C:12]([OH:14])=[O:13])[CH:9]=2)[NH:4][CH:3]1[C:16]1[CH:21]=[CH:20][C:19]([NH:22][C:23](=[O:31])[CH2:24][C:25]2[CH:26]=[CH:27][CH:28]=[CH:29][CH:30]=2)=[CH:18][CH:17]=1. The catalyst class is: 24. (4) Product: [CH3:3][O:4][C:5]1[CH:10]=[CH:9][C:8]([C:11]2[C:24](=[O:25])[C:23]3[C:14](=[C:15]([O:26][CH2:27][CH2:28][CH3:29])[CH:16]=[C:17]4[C:22]=3[O:21][CH2:20][CH2:19][CH2:18]4)[N:13]([CH2:30][C:31]([OH:33])=[O:32])[CH:12]=2)=[CH:7][CH:6]=1. Reactant: [OH-].[Na+].[CH3:3][O:4][C:5]1[CH:10]=[CH:9][C:8]([C:11]2[C:24](=[O:25])[C:23]3[C:14](=[C:15]([O:26][CH2:27][CH2:28][CH3:29])[CH:16]=[C:17]4[C:22]=3[O:21][CH2:20][CH2:19][CH2:18]4)[N:13]([CH2:30][C:31]([O:33]CC)=[O:32])[CH:12]=2)=[CH:7][CH:6]=1. The catalyst class is: 8.